From a dataset of Full USPTO retrosynthesis dataset with 1.9M reactions from patents (1976-2016). Predict the reactants needed to synthesize the given product. (1) Given the product [OH:9][CH2:10][C@@H:6]([NH:7][C:13](=[O:14])[O:15][C:16]([CH3:19])([CH3:18])[CH3:17])[CH2:5][C:4]([CH3:21])([CH3:20])[CH2:3][O:2][CH3:1], predict the reactants needed to synthesize it. The reactants are: [CH3:1][O:2][CH2:3][C:4]([CH3:21])([CH3:20])[CH2:5][C@H:6]1[CH2:10][O:9]C(C)(C)[N:7]1[C:13]([O:15][C:16]([CH3:19])([CH3:18])[CH3:17])=[O:14]. (2) Given the product [NH2:30][CH2:31][CH2:32][CH2:33][CH2:34][C@H:35]([NH:39][C:76](=[O:78])[CH2:75][N:70]1[CH:69]=[N:68][C:67]2[C:71]1=[N:72][CH:73]=[N:74][C:66]=2[NH:65][C:57](=[O:64])[C:58]1[CH:59]=[CH:60][CH:61]=[CH:62][CH:63]=1)[C:36]([NH:1][C:2]1[CH:3]=[CH:4][C:5]([CH2:6][N:7]([CH:15]2[CH2:20][CH2:19][CH2:18][CH2:17][CH2:16]2)[C:8]([C:10]2[O:11][CH:12]=[CH:13][CH:14]=2)=[O:9])=[CH:21][CH:22]=1)=[O:37], predict the reactants needed to synthesize it. The reactants are: [NH2:1][C:2]1[CH:22]=[CH:21][C:5]([CH2:6][N:7]([CH:15]2[CH2:20][CH2:19][CH2:18][CH2:17][CH2:16]2)[C:8]([C:10]2[O:11][CH:12]=[CH:13][CH:14]=2)=[O:9])=[CH:4][CH:3]=1.C(OC([NH:30][CH2:31][CH2:32][CH2:33][CH2:34][C@H:35]([NH:39]C(OCC1C2C=CC=CC=2C2C1=CC=CC=2)=O)[C:36](O)=[O:37])=O)(C)(C)C.[C:57]([NH:65][C:66]1[N:74]=[CH:73][N:72]=[C:71]2[C:67]=1[N:68]=[CH:69][N:70]2[CH2:75][C:76]([OH:78])=O)(=[O:64])[C:58]1[CH:63]=[CH:62][CH:61]=[CH:60][CH:59]=1. (3) Given the product [CH2:11]([N:3]1[C:4]2[CH:10]=[CH:9][CH:8]=[CH:7][C:5]=2[N:6]([CH2:11][C:12]2[CH:17]=[CH:16][CH:15]=[CH:14][CH:13]=2)[C:2]1=[NH:1])[C:12]1[CH:17]=[CH:16][CH:15]=[CH:14][CH:13]=1, predict the reactants needed to synthesize it. The reactants are: [NH2:1][C:2]1[NH:3][C:4]2[CH:10]=[CH:9][CH:8]=[CH:7][C:5]=2[N:6]=1.[CH2:11](Br)[C:12]1[CH:17]=[CH:16][CH:15]=[CH:14][CH:13]=1. (4) Given the product [C:24]([C:23]1[CH:26]=[CH:27][C:28]([CH3:31])=[CH:29][C:22]=1[NH:21][C@H:2]1[CH2:11][CH2:10][C@@H:9]2[C@@H:4]([CH2:5][C@@H:6]([C:16]([O:18][CH2:19][CH3:20])=[O:17])[N:7]([C:12]([O:14][CH3:15])=[O:13])[CH2:8]2)[CH2:3]1)#[N:25], predict the reactants needed to synthesize it. The reactants are: O=[C:2]1[CH2:11][CH2:10][CH:9]2[CH:4]([CH2:5][CH:6]([C:16]([O:18][CH2:19][CH3:20])=[O:17])[N:7]([C:12]([O:14][CH3:15])=[O:13])[CH2:8]2)[CH2:3]1.[NH2:21][C:22]1[CH:29]=[CH:28][C:27](C)=[CH:26][C:23]=1[C:24]#[N:25].[C:31](O)(=O)C.C(O[BH-](OC(=O)C)OC(=O)C)(=O)C.[Na+]. (5) Given the product [F:3][CH:4]([CH3:17])[CH2:5][CH2:6][CH2:7][CH2:8][N:9]1[CH:13]=[C:12]([NH2:14])[CH:11]=[N:10]1, predict the reactants needed to synthesize it. The reactants are: N#N.[F:3][CH:4]([CH3:17])[CH2:5][CH2:6][CH2:7][CH2:8][N:9]1[CH:13]=[C:12]([N+:14]([O-])=O)[CH:11]=[N:10]1.[NH4+].[Cl-]. (6) Given the product [C:1]([C:5]1[CH:6]=[N:7][CH:8]=[CH:9][C:10]=1[NH:11][C:12](=[O:18])[O:13][C:14]([CH3:17])([CH3:16])[CH3:15])#[C:2][CH3:3], predict the reactants needed to synthesize it. The reactants are: [CH:1]#[C:2][CH3:3].I[C:5]1[CH:6]=[N:7][CH:8]=[CH:9][C:10]=1[NH:11][C:12](=[O:18])[O:13][C:14]([CH3:17])([CH3:16])[CH3:15].C(N(CC)CC)C.C(OCC)(=O)C. (7) Given the product [OH:39][C:29]1([C:9]2[C:8]([OH:11])=[CH:7][C:3]3[O:4][CH2:5][CH2:6][O:1][C:2]=3[CH:10]=2)[C:30]2[C:35](=[CH:34][CH:33]=[C:32]3[N:36]=[CH:37][S:38][C:31]3=2)[N:27]([CH2:26][C:25]2[CH:41]=[CH:42][C:22]([O:21][CH3:20])=[CH:23][CH:24]=2)[C:28]1=[O:40], predict the reactants needed to synthesize it. The reactants are: [O:1]1[CH2:6][CH2:5][O:4][C:3]2[CH:7]=[C:8]([OH:11])[CH:9]=[CH:10][C:2]1=2.BrC1C=C(O)C=CC=1.[CH3:20][O:21][C:22]1[CH:42]=[CH:41][C:25]([CH2:26][N:27]2[C:35]3[C:30](=[C:31]4[S:38][CH:37]=[N:36][C:32]4=[CH:33][CH:34]=3)[C:29](=[O:39])[C:28]2=[O:40])=[CH:24][CH:23]=1.FC(F)(F)C1OC(CN2C3C(=CC=CC=3)C(=O)C2=O)=CC=1.